This data is from Full USPTO retrosynthesis dataset with 1.9M reactions from patents (1976-2016). The task is: Predict the reactants needed to synthesize the given product. (1) Given the product [CH3:34][S:33]([C:29]1[CH:28]=[C:27]([CH2:26][CH2:25][O:24][C:4]2[CH:5]=[C:6]([CH:22]=[CH:23][C:3]=2[O:2][CH3:1])[C:7]([NH:9][C:10]2([C:19]([OH:21])=[O:20])[CH2:11][C:12]3[C:17](=[CH:16][CH:15]=[CH:14][CH:13]=3)[CH2:18]2)=[O:8])[CH:32]=[CH:31][CH:30]=1)=[O:35], predict the reactants needed to synthesize it. The reactants are: [CH3:1][O:2][C:3]1[CH:23]=[CH:22][C:6]([C:7]([NH:9][C:10]2([C:19]([OH:21])=[O:20])[CH2:18][C:17]3[C:12](=[CH:13][CH:14]=[CH:15][CH:16]=3)[CH2:11]2)=[O:8])=[CH:5][C:4]=1[O:24][CH2:25][CH2:26][C:27]1[CH:32]=[CH:31][CH:30]=[C:29]([S:33][CH3:34])[CH:28]=1.[OH:35]O. (2) Given the product [CH3:1][C:2]1[N:7]=[C:6]([N:8]([C:9]2[CH:14]=[CH:13][CH:12]=[C:11]([CH3:15])[N:10]=2)[CH2:19][CH2:20][CH3:21])[CH:5]=[CH:4][CH:3]=1, predict the reactants needed to synthesize it. The reactants are: [CH3:1][C:2]1[N:7]=[C:6]([NH:8][C:9]2[CH:14]=[CH:13][CH:12]=[C:11]([CH3:15])[N:10]=2)[CH:5]=[CH:4][CH:3]=1.[OH-].[K+].I[CH2:19][CH2:20][CH3:21]. (3) Given the product [C@@H:6]1([O:24][C:25]2[C:29]([CH2:30][C:31]3[CH:32]=[CH:33][C:34]([O:37][CH2:38][CH2:39][C:40](=[O:42])[NH:46][C@@H:47]([CH3:50])[CH2:48][OH:49])=[CH:35][CH:36]=3)=[C:28]([CH:43]([CH3:44])[CH3:45])[NH:27][N:26]=2)[O:7][C@H:8]([CH2:19][OH:20])[C@@H:9]([OH:15])[C@H:10]([OH:11])[C@H:5]1[OH:4], predict the reactants needed to synthesize it. The reactants are: C([O:4][C@@H:5]1[C@@H:10]([O:11]C(=O)C)[C@H:9]([O:15]C(=O)C)[C@@H:8]([CH2:19][O:20]C(=O)C)[O:7][C@H:6]1[O:24][C:25]1[C:29]([CH2:30][C:31]2[CH:36]=[CH:35][C:34]([O:37][CH2:38][CH2:39][C:40]([OH:42])=O)=[CH:33][CH:32]=2)=[C:28]([CH:43]([CH3:45])[CH3:44])[NH:27][N:26]=1)(=O)C.[NH2:46][C@@H:47]([CH3:50])[CH2:48][OH:49].NC(C)(C)C(N)=O. (4) Given the product [F:39][C:36]([F:37])([F:38])[C:34]1[CH:35]=[C:31]([C:30]([F:29])([F:40])[F:41])[N:32]([CH2:17][C:10]2[CH:11]=[C:12]([C:13]([O:15][CH3:16])=[O:14])[N:8]([C:3]3[C:2]([Cl:1])=[CH:7][CH:6]=[CH:5][N:4]=3)[N:9]=2)[N:33]=1, predict the reactants needed to synthesize it. The reactants are: [Cl:1][C:2]1[C:3]([N:8]2[C:12]([C:13]([O:15][CH3:16])=[O:14])=[CH:11][C:10]([CH2:17]OS(C)(=O)=O)=[N:9]2)=[N:4][CH:5]=[CH:6][CH:7]=1.C(=O)([O-])[O-].[K+].[K+].[F:29][C:30]([F:41])([F:40])[C:31]1[CH:35]=[C:34]([C:36]([F:39])([F:38])[F:37])[NH:33][N:32]=1.